This data is from Catalyst prediction with 721,799 reactions and 888 catalyst types from USPTO. The task is: Predict which catalyst facilitates the given reaction. (1) Reactant: [CH2:1]([O:8][C:9]1[CH:18]=[C:17]2[C:12]([CH:13]=[CH:14][CH:15]=[C:16]2[N:19]2[CH2:24][CH2:23][N:22](C(OC(C)(C)C)=O)[CH2:21][C:20]2=[O:32])=[CH:11][CH:10]=1)[C:2]1[CH:7]=[CH:6][CH:5]=[CH:4][CH:3]=1.[ClH:33]. Product: [ClH:33].[CH2:1]([O:8][C:9]1[CH:18]=[C:17]2[C:12]([CH:13]=[CH:14][CH:15]=[C:16]2[N:19]2[CH2:24][CH2:23][NH:22][CH2:21][C:20]2=[O:32])=[CH:11][CH:10]=1)[C:2]1[CH:3]=[CH:4][CH:5]=[CH:6][CH:7]=1. The catalyst class is: 13. (2) Reactant: Cl[C:2]1[C:11]2[C:6](=[CH:7][CH:8]=[CH:9][CH:10]=2)[C:5]([CH2:12][C:13]2[CH:18]=[CH:17][N:16]=[CH:15][CH:14]=2)=[N:4][N:3]=1.[CH:19]1([NH2:25])[CH2:24][CH2:23][CH2:22][CH2:21][CH2:20]1.C(=O)([O-])O.[Na+]. The catalyst class is: 4. Product: [CH:19]1([NH:25][C:2]2[C:11]3[C:6](=[CH:7][CH:8]=[CH:9][CH:10]=3)[C:5]([CH2:12][C:13]3[CH:18]=[CH:17][N:16]=[CH:15][CH:14]=3)=[N:4][N:3]=2)[CH2:24][CH2:23][CH2:22][CH2:21][CH2:20]1. (3) Reactant: [CH2:1]([O:3][C:4]1[CH:5]=[C:6]([CH:10]=[CH:11][C:12]=1[O:13][CH2:14][CH3:15])[C:7](O)=[O:8])[CH3:2].O=S(Cl)[Cl:18]. Product: [CH2:1]([O:3][C:4]1[CH:5]=[C:6]([CH:10]=[CH:11][C:12]=1[O:13][CH2:14][CH3:15])[C:7]([Cl:18])=[O:8])[CH3:2]. The catalyst class is: 2. (4) The catalyst class is: 4. Product: [CH3:10][C:11]1[C:16]([C:17]2[CH:22]=[CH:21][C:20]([O:23][C:24]3[C:29]4[CH:30]=[CH:31][O:32][C:28]=4[CH:27]=[CH:26][N:25]=3)=[CH:19][C:18]=2[CH2:33][F:7])=[C:15]([CH3:35])[N:14]=[CH:13][N:12]=1. Reactant: C(N(S(F)(F)[F:7])CC)C.[CH3:10][C:11]1[C:16]([C:17]2[CH:22]=[CH:21][C:20]([O:23][C:24]3[C:29]4[CH:30]=[CH:31][O:32][C:28]=4[CH:27]=[CH:26][N:25]=3)=[CH:19][C:18]=2[CH2:33]O)=[C:15]([CH3:35])[N:14]=[CH:13][N:12]=1. (5) Reactant: [OH:1][C:2]([C:4](F)(F)F)=O.[F:8][CH:9]([F:37])[CH2:10][NH:11][C:12]1[N:17]=[C:16]2[CH2:18][NH:19][CH2:20][CH2:21][C:15]2=[N:14][C:13]=1[N:22]1[CH2:27][CH2:26][CH:25]([O:28][C:29]2[CH:34]=[CH:33][C:32]([F:35])=[CH:31][C:30]=2[F:36])[CH2:24][CH2:23]1.N1C=CC=CC=1.C(OC(=O)C)(=O)C. Product: [F:37][CH:9]([F:8])[CH2:10][NH:11][C:12]1[N:17]=[C:16]2[CH2:18][N:19]([C:2](=[O:1])[CH3:4])[CH2:20][CH2:21][C:15]2=[N:14][C:13]=1[N:22]1[CH2:23][CH2:24][CH:25]([O:28][C:29]2[CH:34]=[CH:33][C:32]([F:35])=[CH:31][C:30]=2[F:36])[CH2:26][CH2:27]1. The catalyst class is: 2.